Task: Predict the product of the given reaction.. Dataset: Forward reaction prediction with 1.9M reactions from USPTO patents (1976-2016) Given the reactants [Cl:1][C:2]1[CH:3]=[C:4]([N+:9]([O-])=O)[CH:5]=[CH:6][C:7]=1F.[Cl:12][C:13]1[CH:18]=[CH:17][C:16]([OH:19])=[CH:15][C:14]=1[OH:20].C(=O)([O-])[O-].[K+].[K+].Br[CH2:28][CH:29]1[CH2:31][CH2:30]1.[Cl-].[Ca+2].[Cl-], predict the reaction product. The product is: [Cl:1][C:2]1[CH:3]=[C:4]([CH:5]=[CH:6][C:7]=1[O:19][C:16]1[CH:17]=[CH:18][C:13]([Cl:12])=[C:14]([O:20][CH2:28][CH:29]2[CH2:31][CH2:30]2)[CH:15]=1)[NH2:9].